This data is from Catalyst prediction with 721,799 reactions and 888 catalyst types from USPTO. The task is: Predict which catalyst facilitates the given reaction. Reactant: [CH:1]([C:4]1[NH:5][C:6]([C:24]2[CH:29]=[CH:28][CH:27]=[C:26]([CH3:30])[N:25]=2)=[C:7]([C:9]2[CH:14]=[CH:13][CH:12]=[C:11](B3OC(C)(C)C(C)(C)O3)[CH:10]=2)[N:8]=1)([CH3:3])[CH3:2].Br[C:32]1[CH:36]=[CH:35][N:34]([C:37]([O:39][C:40]([CH3:43])([CH3:42])[CH3:41])=[O:38])[CH:33]=1. Product: [CH:1]([C:4]1[NH:5][C:6]([C:24]2[CH:29]=[CH:28][CH:27]=[C:26]([CH3:30])[N:25]=2)=[C:7]([C:9]2[CH:10]=[C:11]([C:36]3[CH:32]=[CH:33][N:34]([C:37]([O:39][C:40]([CH3:43])([CH3:42])[CH3:41])=[O:38])[CH:35]=3)[CH:12]=[CH:13][CH:14]=2)[N:8]=1)([CH3:2])[CH3:3]. The catalyst class is: 843.